Dataset: Full USPTO retrosynthesis dataset with 1.9M reactions from patents (1976-2016). Task: Predict the reactants needed to synthesize the given product. (1) Given the product [CH3:43][S:40]([CH2:39][CH2:38][NH:37][C:26]([C:24]1[S:25][C:21]([C:3]([CH2:1][CH3:2])([C:6]2[CH:11]=[CH:10][C:9]([O:12][CH2:13][CH:14]([OH:19])[C:15]([CH3:17])([CH3:16])[CH3:18])=[C:8]([CH3:20])[CH:7]=2)[CH2:4][CH3:5])=[CH:22][C:23]=1[CH3:29])=[O:28])(=[O:42])=[O:41], predict the reactants needed to synthesize it. The reactants are: [CH2:1]([C:3]([C:21]1[S:25][C:24]([C:26]([OH:28])=O)=[C:23]([CH3:29])[CH:22]=1)([C:6]1[CH:11]=[CH:10][C:9]([O:12][CH2:13][CH:14]([OH:19])[C:15]([CH3:18])([CH3:17])[CH3:16])=[C:8]([CH3:20])[CH:7]=1)[CH2:4][CH3:5])[CH3:2].CCN(CC)CC.[NH2:37][CH2:38][CH2:39][S:40]([CH3:43])(=[O:42])=[O:41].CCN=C=NCCCN(C)C.C1C=CC2N(O)N=NC=2C=1. (2) Given the product [C:20]1([C:7]2[CH2:12][O:11][CH2:10][CH2:9][C:8]=2[C:13]([O:15][CH2:16][CH3:17])=[O:14])[CH:25]=[CH:24][CH:23]=[CH:22][CH:21]=1, predict the reactants needed to synthesize it. The reactants are: FC(F)(F)S(O[C:7]1[CH2:12][O:11][CH2:10][CH2:9][C:8]=1[C:13]([O:15][CH2:16][CH3:17])=[O:14])(=O)=O.[C:20]1(B(O)O)[CH:25]=[CH:24][CH:23]=[CH:22][CH:21]=1.C([O-])([O-])=O.[Na+].[Na+]. (3) Given the product [CH2:20]([O:24][C:25]1[CH:26]=[CH:27][C:28]([NH:29][C:17](=[O:19])[CH2:16][C:12]2([OH:15])[CH2:11][CH2:10][N:9]([CH2:2][C:3]3[CH:4]=[CH:5][CH:6]=[CH:7][CH:8]=3)[CH2:14][CH2:13]2)=[CH:30][CH:31]=1)[CH2:21][CH2:22][CH3:23], predict the reactants needed to synthesize it. The reactants are: [Li+].[CH2:2]([N:9]1[CH2:14][CH2:13][C:12]([CH2:16][C:17]([O-:19])=O)([OH:15])[CH2:11][CH2:10]1)[C:3]1[CH:8]=[CH:7][CH:6]=[CH:5][CH:4]=1.[CH2:20]([O:24][C:25]1[CH:31]=[CH:30][C:28]([NH2:29])=[CH:27][CH:26]=1)[CH2:21][CH2:22][CH3:23].P(Cl)(Cl)(Cl)=O.C(=O)(O)[O-].[Na+].